From a dataset of Peptide-MHC class I binding affinity with 185,985 pairs from IEDB/IMGT. Regression. Given a peptide amino acid sequence and an MHC pseudo amino acid sequence, predict their binding affinity value. This is MHC class I binding data. (1) The peptide sequence is TQIQTRRSF. The MHC is HLA-B08:01 with pseudo-sequence HLA-B08:01. The binding affinity (normalized) is 0.0847. (2) The peptide sequence is ALYLLDGLR. The MHC is HLA-B08:02 with pseudo-sequence HLA-B08:02. The binding affinity (normalized) is 0.0847.